This data is from Catalyst prediction with 721,799 reactions and 888 catalyst types from USPTO. The task is: Predict which catalyst facilitates the given reaction. (1) Reactant: [Cl:1][C:2]1[C:7]([N:8]2[C:12]([S:13]([C:16]3[CH:21]=[CH:20][CH:19]=[CH:18][CH:17]=3)(=[O:15])=[O:14])=[CH:11][C:10]([C:22](OCC)=[O:23])=[N:9]2)=[CH:6][CH:5]=[CH:4][N:3]=1.[H-].C([Al+]CC(C)C)C(C)C.C1(C)C=CC=CC=1.O.O.O.O.O.O.O.O.O.O.[O-]S([O-])(=O)=O.[Na+].[Na+]. Product: [Cl:1][C:2]1[C:7]([N:8]2[C:12]([S:13]([C:16]3[CH:21]=[CH:20][CH:19]=[CH:18][CH:17]=3)(=[O:15])=[O:14])=[CH:11][C:10]([CH2:22][OH:23])=[N:9]2)=[CH:6][CH:5]=[CH:4][N:3]=1. The catalyst class is: 7. (2) Reactant: COC1C=C(OC)C=CC=1C[NH:6][C:7]1[C:12]2[C:13](=[O:17])[N:14]([CH3:16])[CH2:15][C:11]=2[CH:10]=[CH:9][N:8]=1.[OH-].[Na+]. Product: [NH2:6][C:7]1[C:12]2[C:13](=[O:17])[N:14]([CH3:16])[CH2:15][C:11]=2[CH:10]=[CH:9][N:8]=1. The catalyst class is: 33. (3) Reactant: C1(P(C2C=CC=CC=2)C2C3OC4C(=CC=CC=4P(C4C=CC=CC=4)C4C=CC=CC=4)C(C)(C)C=3C=CC=2)C=CC=CC=1.C(=O)([O-])[O-].[Cs+].[Cs+].Br[C:50]1[C:51]([F:68])=[N:52][CH:53]=[CH:54][C:55]=1[C:56]1[C:57]([NH:63][CH2:64][CH:65]2[CH2:67][CH2:66]2)=[N:58][C:59]([NH2:62])=[N:60][CH:61]=1. Product: [CH:65]1([CH2:64][N:63]2[C:57]3[N:58]=[C:59]([NH2:62])[N:60]=[CH:61][C:56]=3[C:55]3[CH:54]=[CH:53][N:52]=[C:51]([F:68])[C:50]2=3)[CH2:67][CH2:66]1. The catalyst class is: 110. (4) The catalyst class is: 3. Product: [CH2:1]([O:21][C:12]1[CH:13]=[CH:14][CH:15]=[C:16]2[C:11]=1[N:10]=[C:9]([CH3:19])[CH:18]=[CH:17]2)[CH3:2]. Reactant: [CH2:1](I)[CH3:2].BrC(C)C.C[C:9]1([CH3:19])[CH:18]=[CH:17][C:16]2[C:11](=[CH:12][CH:13]=[CH:14][CH:15]=2)[NH:10]1.C([O-])([O-])=[O:21].[K+].[K+]. (5) Reactant: [Br:1][C:2]1[CH:3]=[C:4]2[C:8](=[CH:9][C:10]=1[N+:11]([O-:13])=[O:12])[NH:7][CH2:6][CH2:5]2.[CH3:14][C:15]([O:18][C:19](O[C:19]([O:18][C:15]([CH3:17])([CH3:16])[CH3:14])=[O:20])=[O:20])([CH3:17])[CH3:16].CCN(CC)CC.O. Product: [Br:1][C:2]1[CH:3]=[C:4]2[C:8](=[CH:9][C:10]=1[N+:11]([O-:13])=[O:12])[N:7]([C:19]([O:18][C:15]([CH3:17])([CH3:16])[CH3:14])=[O:20])[CH2:6][CH2:5]2. The catalyst class is: 64. (6) Reactant: [OH:1][C:2]1[CH:9]=[C:8]([OH:10])[CH:7]=[CH:6][C:3]=1[CH:4]=[O:5].C(=O)([O-])[O-].[Cs+].[Cs+].Cl[CH2:18][C:19]1[CH:24]=[CH:23][CH:22]=[CH:21][N:20]=1. Product: [OH:1][C:2]1[CH:9]=[C:8]([O:10][CH2:18][C:19]2[CH:24]=[CH:23][CH:22]=[CH:21][N:20]=2)[CH:7]=[CH:6][C:3]=1[CH:4]=[O:5]. The catalyst class is: 10. (7) Reactant: [CH2:1]([OH:3])[CH3:2].[O:4]=[CH:5][C@@H:6]([C@H:8]([C@@H:10]([CH2:12][OH:13])[OH:11])[OH:9])[OH:7].[Sn].[CH2:15](Br)[CH:16]=C. Product: [CH2:2]([CH:1]([C@@H:5]([C@H:6]([C@@H:8]([C@@H:10]([CH2:12][OH:13])[OH:11])[OH:9])[OH:7])[OH:4])[OH:3])[CH:15]=[CH2:16]. The catalyst class is: 6. (8) Reactant: [CH2:1]([N:8]1[C:16]2[C:15](=[O:17])[N:14]([CH2:18][C:19]([C:21]3[CH:26]=[CH:25][CH:24]=[C:23]([O:27][CH3:28])[CH:22]=3)=[O:20])[C:13](=[O:29])[N:12]([CH3:30])[C:11]=2[C:10]([C:31]#[N:32])=[C:9]1Br)[C:2]1[CH:7]=[CH:6][CH:5]=[CH:4][CH:3]=1.C(OC(=O)[NH:40][C@@H:41]1[CH2:46][CH2:45][CH2:44][NH:43][CH2:42]1)(C)(C)C.C(O)(C(F)(F)F)=O.C(Cl)Cl. Product: [NH2:40][C@@H:41]1[CH2:46][CH2:45][CH2:44][N:43]([C:9]2[N:8]([CH2:1][C:2]3[CH:7]=[CH:6][CH:5]=[CH:4][CH:3]=3)[C:16]3[C:15](=[O:17])[N:14]([CH2:18][C:19]([C:21]4[CH:26]=[CH:25][CH:24]=[C:23]([O:27][CH3:28])[CH:22]=4)=[O:20])[C:13](=[O:29])[N:12]([CH3:30])[C:11]=3[C:10]=2[C:31]#[N:32])[CH2:42]1. The catalyst class is: 44. (9) Reactant: [Br-].[CH2:2]([P+](C1C=CC=CC=1)(C1C=CC=CC=1)C1C=CC=CC=1)[C:3]1[CH:8]=[CH:7][CH:6]=[CH:5][CH:4]=1.C([Li])CCC.[Cl:33][C:34]1[CH:39]=[CH:38][CH:37]=[CH:36][C:35]=1[C:40]1[N:41]([CH3:50])[C:42]([C:45]([CH3:49])([CH3:48])[CH:46]=O)=[N:43][N:44]=1. Product: [Cl:33][C:34]1[CH:39]=[CH:38][CH:37]=[CH:36][C:35]=1[C:40]1[N:41]([CH3:50])[C:42]([C:45]([CH3:49])([CH3:48])/[CH:46]=[CH:2]/[C:3]2[CH:4]=[CH:5][CH:6]=[CH:7][CH:8]=2)=[N:43][N:44]=1. The catalyst class is: 1.